The task is: Predict the product of the given reaction.. This data is from Forward reaction prediction with 1.9M reactions from USPTO patents (1976-2016). (1) Given the reactants C([N:8]([CH2:27][CH:28]1[CH2:33][CH2:32][N:31]([CH2:34][C:35]([F:38])([CH3:37])[CH3:36])[CH2:30][CH2:29]1)[C:9]1[CH:14]=[CH:13][C:12]([C:15]2[CH:20]=[CH:19][C:18]([C:21]([O:23][CH2:24][CH3:25])=[O:22])=[C:17]([F:26])[CH:16]=2)=[CH:11][CH:10]=1)C1C=CC=CC=1, predict the reaction product. The product is: [F:26][C:17]1[CH:16]=[C:15]([C:12]2[CH:13]=[CH:14][C:9]([NH:8][CH2:27][CH:28]3[CH2:33][CH2:32][N:31]([CH2:34][C:35]([F:38])([CH3:37])[CH3:36])[CH2:30][CH2:29]3)=[CH:10][CH:11]=2)[CH:20]=[CH:19][C:18]=1[C:21]([O:23][CH2:24][CH3:25])=[O:22]. (2) Given the reactants [C:1]([N:8]1[CH2:13][CH2:12][CH:11]([CH2:14][CH2:15][S:16]([C:19]2[CH:29]=[CH:28][C:22]([C:23](OCC)=[O:24])=[CH:21][CH:20]=2)(=[O:18])=[O:17])[CH2:10][CH2:9]1)([O:3][C:4]([CH3:7])([CH3:6])[CH3:5])=[O:2].[NH3:30], predict the reaction product. The product is: [C:1]([N:8]1[CH2:13][CH2:12][CH:11]([CH2:14][CH2:15][S:16]([C:19]2[CH:29]=[CH:28][C:22]([C:23]([NH2:30])=[O:24])=[CH:21][CH:20]=2)(=[O:18])=[O:17])[CH2:10][CH2:9]1)([O:3][C:4]([CH3:7])([CH3:6])[CH3:5])=[O:2].